This data is from Reaction yield outcomes from USPTO patents with 853,638 reactions. The task is: Predict the reaction yield, written as a fraction of the theoretical maximum amount of product (1.0 means a 100% yield; for example, 0.34 means a 34% yield). (1) The reactants are [Cl:1][C:2]1[CH:7]=[CH:6][CH:5]=[C:4]([F:8])[C:3]=1[C:9]1[NH:10][C:11]2[C:16]([CH:17]=1)=[CH:15][C:14](B1OC(C)(C)C(C)(C)O1)=[CH:13][CH:12]=2.[CH2:27]([C:29]1[S:33][C:32]([C:34]2[CH:39]=[N:38][CH:37]=[CH:36][N:35]=2)=[N:31][C:30]=1OS(C(F)(F)F)(=O)=O)[CH3:28].C(=O)([O-])[O-].[K+].[K+].O1CCOCC1. The catalyst is C1C=CC(P(C2C=CC=CC=2)[C-]2C=CC=C2)=CC=1.C1C=CC(P(C2C=CC=CC=2)[C-]2C=CC=C2)=CC=1.Cl[Pd]Cl.[Fe+2].O. The product is [Cl:1][C:2]1[CH:7]=[CH:6][CH:5]=[C:4]([F:8])[C:3]=1[C:9]1[NH:10][C:11]2[C:16]([CH:17]=1)=[CH:15][C:14]([C:30]1[N:31]=[C:32]([C:34]3[CH:39]=[N:38][CH:37]=[CH:36][N:35]=3)[S:33][C:29]=1[CH2:27][CH3:28])=[CH:13][CH:12]=2. The yield is 0.352. (2) The catalyst is C1COCC1. The reactants are [F:1][C:2]1[CH:3]=[C:4]2[C:8](=[CH:9][CH:10]=1)[NH:7][C:6](=[O:11])[CH2:5]2.C[Si]([N-][Si](C)(C)C)(C)C.[Li+].[CH2:22]([CH:24]1[C:32]2[C:27](=[N:28][CH:29]=[CH:30][CH:31]=2)[C:26](=O)[O:25]1)[CH3:23].Cl. The product is [CH2:22]([CH:24]1[C:32]2[C:27](=[N:28][CH:29]=[CH:30][CH:31]=2)[C:26](=[C:5]2[C:4]3[C:8](=[CH:9][CH:10]=[C:2]([F:1])[CH:3]=3)[NH:7][C:6]2=[O:11])[O:25]1)[CH3:23]. The yield is 0.160. (3) The reactants are [Cl:1][CH2:2][C:3](=[O:14])[C@@H:4]([O:6][Si:7]([C:10]([CH3:13])([CH3:12])[CH3:11])([CH3:9])[CH3:8])[CH3:5].[F:15][C:16]1[CH:21]=[C:20]([F:22])[CH:19]=[CH:18][C:17]=1[Mg]Br.[Cl-].[NH4+].O. The catalyst is C1(C)C=CC=CC=1. The product is [Cl:1][CH2:2][C:3]([C:19]1[CH:18]=[CH:17][C:16]([F:15])=[CH:21][C:20]=1[F:22])([OH:14])[CH:4]([O:6][Si:7]([C:10]([CH3:13])([CH3:12])[CH3:11])([CH3:8])[CH3:9])[CH3:5]. The yield is 0.910.